Dataset: Forward reaction prediction with 1.9M reactions from USPTO patents (1976-2016). Task: Predict the product of the given reaction. (1) Given the reactants [Br:1][C:2]1[CH:10]=[C:9]2[C:5]([C:6]([CH3:11])=[CH:7][NH:8]2)=[CH:4][CH:3]=1.[H-].[Na+].[CH3:14][O:15][C:16]1[C:25]2[C:20](=[CH:21][CH:22]=[CH:23][CH:24]=2)[C:19]([S:26](Cl)(=[O:28])=[O:27])=[CH:18][C:17]=1[N:30]1[CH2:35][CH2:34][N:33]([C:36](=[O:41])[C:37]([Cl:40])([Cl:39])[Cl:38])[CH2:32][CH2:31]1, predict the reaction product. The product is: [Br:1][C:2]1[CH:10]=[C:9]2[C:5]([C:6]([CH3:11])=[CH:7][N:8]2[S:26]([C:19]2[C:20]3[C:25](=[CH:24][CH:23]=[CH:22][CH:21]=3)[C:16]([O:15][CH3:14])=[C:17]([N:30]3[CH2:35][CH2:34][N:33]([C:36](=[O:41])[C:37]([Cl:40])([Cl:38])[Cl:39])[CH2:32][CH2:31]3)[CH:18]=2)(=[O:27])=[O:28])=[CH:4][CH:3]=1. (2) Given the reactants [OH:1][C:2]1[CH:3]=[C:4]([C:8](=[O:10])[CH3:9])[CH:5]=[CH:6][CH:7]=1.N1C=CN=C1.[Si:16](Cl)([C:19]([CH3:22])([CH3:21])[CH3:20])([CH3:18])[CH3:17], predict the reaction product. The product is: [C:19]([Si:16]([CH3:18])([CH3:17])[O:1][C:2]1[CH:3]=[C:4]([C:8](=[O:10])[CH3:9])[CH:5]=[CH:6][CH:7]=1)([CH3:22])([CH3:21])[CH3:20]. (3) The product is: [C:1]1([C:7]2[N:8]=[C:9]([CH2:12][NH:13][C:24](=[O:25])[C:23]3[CH:27]=[CH:28][CH:29]=[C:21]([C:18]4[N:17]=[C:16]([C:15]([F:31])([F:30])[F:14])[O:20][N:19]=4)[CH:22]=3)[S:10][CH:11]=2)[CH:2]=[CH:3][CH:4]=[CH:5][CH:6]=1. Given the reactants [C:1]1([C:7]2[N:8]=[C:9]([CH2:12][NH2:13])[S:10][CH:11]=2)[CH:6]=[CH:5][CH:4]=[CH:3][CH:2]=1.[F:14][C:15]([F:31])([F:30])[C:16]1[O:20][N:19]=[C:18]([C:21]2[CH:22]=[C:23]([CH:27]=[CH:28][CH:29]=2)[C:24](O)=[O:25])[N:17]=1, predict the reaction product. (4) Given the reactants C(OCN1C2C(N)=NC(CCCC)=NC=2C(C#CCCCCN2CCCC2)=C1C)C1C=CC=CC=1.[CH2:36]([O:43][CH2:44][N:45]1[C:53]2[C:52]([NH2:54])=[N:51][C:50]([CH2:55][CH2:56][CH2:57][CH3:58])=[N:49][C:48]=2[C:47]([C:59]#[C:60][CH2:61][CH2:62][CH2:63]Cl)=[CH:46]1)[C:37]1[CH:42]=[CH:41][CH:40]=[CH:39][CH:38]=1.[NH:65]1[CH2:70][CH2:69][CH:68]([OH:71])[CH2:67][CH2:66]1, predict the reaction product. The product is: [NH2:54][C:52]1[C:53]2[N:45]([CH2:44][O:43][CH2:36][C:37]3[CH:42]=[CH:41][CH:40]=[CH:39][CH:38]=3)[CH:46]=[C:47]([C:59]#[C:60][CH2:61][CH2:62][CH2:63][N:65]3[CH2:70][CH2:69][CH:68]([OH:71])[CH2:67][CH2:66]3)[C:48]=2[N:49]=[C:50]([CH2:55][CH2:56][CH2:57][CH3:58])[N:51]=1. (5) The product is: [C:26]1([CH3:36])[CH:27]=[CH:28][C:29]([S:32]([OH:35])(=[O:33])=[O:34])=[CH:30][CH:31]=1.[F:1][C:2]1[CH:7]=[CH:6][C:5]([F:8])=[CH:4][C:3]=1[C:9]1[N:10]=[CH:11][O:12][C:13]=1[C:14]1[CH:15]=[CH:16][C:17]2[N:18]([C:20]([CH:23]([CH3:25])[CH3:24])=[N:21][N:22]=2)[CH:19]=1. Given the reactants [F:1][C:2]1[CH:7]=[CH:6][C:5]([F:8])=[CH:4][C:3]=1[C:9]1[N:10]=[CH:11][O:12][C:13]=1[C:14]1[CH:15]=[CH:16][C:17]2[N:18]([C:20]([CH:23]([CH3:25])[CH3:24])=[N:21][N:22]=2)[CH:19]=1.[C:26]1([CH3:36])[CH:31]=[CH:30][C:29]([S:32]([OH:35])(=[O:34])=[O:33])=[CH:28][CH:27]=1, predict the reaction product.